Dataset: Forward reaction prediction with 1.9M reactions from USPTO patents (1976-2016). Task: Predict the product of the given reaction. (1) Given the reactants [F:8][C:7]([F:10])([F:9])[C:6](O[C:6](=[O:11])[C:7]([F:10])([F:9])[F:8])=[O:11].[C:14]([O:18][C:19]([N:21]1[CH2:26][CH2:25][CH:24]([NH:27][CH:28]2[CH2:30][CH2:29]2)[CH2:23][CH2:22]1)=[O:20])([CH3:17])([CH3:16])[CH3:15].C(N(CC)C(C)C)(C)C.O, predict the reaction product. The product is: [C:14]([O:18][C:19]([N:21]1[CH2:26][CH2:25][CH:24]([N:27]([CH:28]2[CH2:29][CH2:30]2)[C:6](=[O:11])[C:7]([F:8])([F:9])[F:10])[CH2:23][CH2:22]1)=[O:20])([CH3:17])([CH3:15])[CH3:16]. (2) Given the reactants [CH3:1][O:2][C:3](=[O:16])[C:4]1[CH:9]=[CH:8][C:7]([CH:10]=[CH2:11])=[C:6]([C:12]([F:15])([F:14])[F:13])[CH:5]=1, predict the reaction product. The product is: [CH3:1][O:2][C:3](=[O:16])[C:4]1[CH:9]=[CH:8][C:7]([CH2:10][CH3:11])=[C:6]([C:12]([F:14])([F:15])[F:13])[CH:5]=1.